From a dataset of Full USPTO retrosynthesis dataset with 1.9M reactions from patents (1976-2016). Predict the reactants needed to synthesize the given product. Given the product [CH2:1]([O:8][CH2:9][C@@H:10]([O:13][Si:23]([C:20]([CH3:22])([CH3:21])[CH3:19])([CH3:25])[CH3:24])[CH2:11][CH3:12])[C:2]1[CH:7]=[CH:6][CH:5]=[CH:4][CH:3]=1, predict the reactants needed to synthesize it. The reactants are: [CH2:1]([O:8][CH2:9][C@@H:10]([OH:13])[CH2:11][CH3:12])[C:2]1[CH:7]=[CH:6][CH:5]=[CH:4][CH:3]=1.N1C=CN=C1.[CH3:19][C:20]([Si:23](Cl)([CH3:25])[CH3:24])([CH3:22])[CH3:21].